Task: Regression. Given a peptide amino acid sequence and an MHC pseudo amino acid sequence, predict their binding affinity value. This is MHC class I binding data.. Dataset: Peptide-MHC class I binding affinity with 185,985 pairs from IEDB/IMGT (1) The binding affinity (normalized) is 0.0847. The MHC is HLA-A02:01 with pseudo-sequence HLA-A02:01. The peptide sequence is KQLDIQYLK. (2) The peptide sequence is LQKVPHTRY. The MHC is HLA-A01:01 with pseudo-sequence HLA-A01:01. The binding affinity (normalized) is 0.0847. (3) The peptide sequence is RPDTRHLRVL. The MHC is HLA-A02:02 with pseudo-sequence HLA-A02:02. The binding affinity (normalized) is 0. (4) The peptide sequence is SVAGSCNNY. The MHC is HLA-A02:03 with pseudo-sequence HLA-A02:03. The binding affinity (normalized) is 0.344. (5) The peptide sequence is AESRKLLLI. The MHC is HLA-B18:01 with pseudo-sequence HLA-B18:01. The binding affinity (normalized) is 0.0381. (6) The peptide sequence is ELLDHLLLF. The MHC is HLA-B27:03 with pseudo-sequence HLA-B27:03. The binding affinity (normalized) is 0.0847. (7) The MHC is HLA-A23:01 with pseudo-sequence HLA-A23:01. The peptide sequence is VHTWTEQYKF. The binding affinity (normalized) is 0.372.